This data is from Forward reaction prediction with 1.9M reactions from USPTO patents (1976-2016). The task is: Predict the product of the given reaction. (1) The product is: [CH2:1]([N+:5]1([O-:25])[CH2:9][CH2:8][C:7]([C:12]2[CH:17]=[CH:16][C:15]([F:18])=[C:14]([F:19])[CH:13]=2)([O:10][CH3:11])[CH2:6]1)[CH2:2][CH2:3][CH3:4]. Given the reactants [CH2:1]([N:5]1[CH2:9][CH2:8][C:7]([C:12]2[CH:17]=[CH:16][C:15]([F:18])=[C:14]([F:19])[CH:13]=2)([O:10][CH3:11])[CH2:6]1)[CH2:2][CH2:3][CH3:4].ClC1C=C(C=CC=1)C(OO)=[O:25], predict the reaction product. (2) Given the reactants [F:1][C:2]1[CH:10]=[C:6]([C:7]([OH:9])=O)[C:5]([OH:11])=[CH:4][CH:3]=1.[F:12][C:13]([F:26])([F:25])[C:14]1[CH:15]=[C:16]([CH:18]=[C:19]([C:21]([F:24])([F:23])[F:22])[CH:20]=1)[NH2:17], predict the reaction product. The product is: [F:12][C:13]([F:25])([F:26])[C:14]1[CH:15]=[C:16]([NH:17][C:7](=[O:9])[C:6]2[CH:10]=[C:2]([F:1])[CH:3]=[CH:4][C:5]=2[OH:11])[CH:18]=[C:19]([C:21]([F:22])([F:24])[F:23])[CH:20]=1. (3) The product is: [NH2:49][C:43]1[O:44][CH2:45][C:46]([F:47])([F:48])[C@:41]([C:39]2[CH:40]=[C:35]([NH:34][C:31]([C:28]3[CH:27]=[N:26][C:25]([O:24][CH2:20][C:21]#[C:22][CH3:23])=[CH:30][N:29]=3)=[O:33])[CH:36]=[CH:37][C:38]=2[F:51])([CH3:50])[N:42]=1. Given the reactants O.[Cl-].COC1N=C(OC)N=C([N+]2(C)CCOCC2)N=1.[CH2:20]([O:24][C:25]1[N:26]=[CH:27][C:28]([C:31]([OH:33])=O)=[N:29][CH:30]=1)[C:21]#[C:22][CH3:23].[NH2:34][C:35]1[CH:36]=[CH:37][C:38]([F:51])=[C:39]([C@:41]2([CH3:50])[C:46]([F:48])([F:47])[CH2:45][O:44][C:43]([NH2:49])=[N:42]2)[CH:40]=1.C(OCC)(=O)C, predict the reaction product. (4) Given the reactants [BH4-].[Na+].[CH3:3][O:4][C:5]1[CH:6]=[C:7]2[C:12](=[CH:13][CH:14]=1)[CH:11]=[C:10]([C:15]1[O:16][C:17]3[CH:29]=[CH:28][CH:27]=[CH:26][C:18]=3[C:19]=1[C:20](=[O:25])[CH2:21][CH2:22][CH2:23][CH3:24])[CH:9]=[CH:8]2, predict the reaction product. The product is: [CH3:3][O:4][C:5]1[CH:6]=[C:7]2[C:12](=[CH:13][CH:14]=1)[CH:11]=[C:10]([C:15]1[O:16][C:17]3[CH:29]=[CH:28][CH:27]=[CH:26][C:18]=3[C:19]=1[CH:20]([OH:25])[CH2:21][CH2:22][CH2:23][CH3:24])[CH:9]=[CH:8]2.